Predict which catalyst facilitates the given reaction. From a dataset of Catalyst prediction with 721,799 reactions and 888 catalyst types from USPTO. (1) The catalyst class is: 1. Reactant: [CH3:1][O:2][C:3](=[O:9])[C@H:4]([CH:6]([CH3:8])[CH3:7])[NH2:5].[CH2:10]1[CH2:16][S:13](=[O:15])(=[O:14])[O:12][CH2:11]1. Product: [CH3:1][O:2][C:3]([C@@H:4]([NH:5][CH2:11][CH2:10][CH2:16][S:13]([OH:15])(=[O:14])=[O:12])[CH:6]([CH3:8])[CH3:7])=[O:9]. (2) Reactant: [NH:1]1[C:9]2[C:4](=[N:5][CH:6]=[C:7]([C:10]3[CH:11]=[N:12][N:13]([CH:15]4[CH2:20][CH2:19][N:18]([C:21]([O:23][C:24]([CH3:27])([CH3:26])[CH3:25])=[O:22])[CH2:17][CH2:16]4)[CH:14]=3)[CH:8]=2)[CH:3]=[CH:2]1.[H-].[Na+].[NH2:30]Cl.S([O-])([O-])(=O)=S.[Cl-].[NH4+]. Product: [NH2:30][N:1]1[C:9]2[C:4](=[N:5][CH:6]=[C:7]([C:10]3[CH:11]=[N:12][N:13]([CH:15]4[CH2:16][CH2:17][N:18]([C:21]([O:23][C:24]([CH3:27])([CH3:26])[CH3:25])=[O:22])[CH2:19][CH2:20]4)[CH:14]=3)[CH:8]=2)[CH:3]=[CH:2]1. The catalyst class is: 215. (3) Reactant: [Cl:1][C:2]1[C:3]([C:21]2[N:25]3[CH:26]=[CH:27][CH:28]=[CH:29][C:24]3=[N:23][CH:22]=2)=[N:4][C:5]([NH:8][C:9]2[CH:14]=[CH:13][C:12]([CH2:15][C:16](O)=[O:17])=[CH:11][C:10]=2[O:19][CH3:20])=[N:6][CH:7]=1.[NH2:30][CH:31]1[CH2:35][CH2:34][N:33](C(OC(C)(C)C)=O)[CH2:32]1. Product: [Cl:1][C:2]1[C:3]([C:21]2[N:25]3[CH:26]=[CH:27][CH:28]=[CH:29][C:24]3=[N:23][CH:22]=2)=[N:4][C:5]([NH:8][C:9]2[CH:14]=[CH:13][C:12]([CH2:15][C:16]([NH:30][CH:31]3[CH2:35][CH2:34][NH:33][CH2:32]3)=[O:17])=[CH:11][C:10]=2[O:19][CH3:20])=[N:6][CH:7]=1. The catalyst class is: 6. (4) Product: [C:23]([O:22][CH2:21][CH2:20][O:17][C:16]([C:2]1[CH:3]=[CH:4][C:5]2[S:6][C:7]3[C:12](=[CH:11][CH:10]=[CH:9][CH:8]=3)[C:13](=[O:15])[C:14]=2[CH:1]=1)=[O:18])(=[O:27])[C:24]([CH3:26])=[CH2:25]. Reactant: [CH:1]1[C:14]2[C:13](=[O:15])[C:12]3[C:7](=[CH:8][CH:9]=[CH:10][CH:11]=3)[S:6][C:5]=2[CH:4]=[CH:3][C:2]=1[C:16]([OH:18])=[O:17].O[CH2:20][CH2:21][O:22][C:23](=[O:27])[C:24]([CH3:26])=[CH2:25].C1(C)C=CC(S(O)(=O)=O)=CC=1.CN(C)C1C=CN=CC=1.C1(N=C=NC2CCCCC2)CCCCC1. The catalyst class is: 4. (5) The catalyst class is: 7. Reactant: [F:1][C:2]([F:35])([F:34])[O:3][C:4]1[CH:9]=[CH:8][C:7]([CH:10]=[CH:11][C:12]2[O:13][CH:14]=[C:15]([CH2:17][O:18][C:19]3[CH:24]=[CH:23][C:22]([CH2:25][CH2:26][CH2:27][CH2:28][N:29]4[CH:33]=[CH:32][N:31]=[N:30]4)=[CH:21][CH:20]=3)[N:16]=2)=[CH:6][CH:5]=1.[CH3:36][S:37]([OH:40])(=[O:39])=[O:38].C(OCC)C. Product: [CH3:36][S:37]([O-:40])(=[O:39])=[O:38].[F:34][C:2]([F:1])([F:35])[O:3][C:4]1[CH:9]=[CH:8][C:7]([CH:10]=[CH:11][C:12]2[O:13][CH:14]=[C:15]([CH2:17][O:18][C:19]3[CH:24]=[CH:23][C:22]([CH2:25][CH2:26][CH2:27][CH2:28][NH+:29]4[CH:33]=[CH:32][N:31]=[N:30]4)=[CH:21][CH:20]=3)[N:16]=2)=[CH:6][CH:5]=1. (6) Reactant: O[C:2]([C:5]1[C:10]([O:11][CH3:12])=[CH:9][CH:8]=[CH:7][C:6]=1[OH:13])([CH3:4])[CH3:3].O.C([O-])=O.[NH4+]. Product: [CH:2]([C:5]1[C:10]([O:11][CH3:12])=[CH:9][CH:8]=[CH:7][C:6]=1[OH:13])([CH3:4])[CH3:3]. The catalyst class is: 285. (7) Reactant: [CH3:1][C:2]1[CH:3]=[CH:4][C:5]([S:8]([NH:11]Cl)(=[O:10])=[O:9])=[CH:6][CH:7]=1.[CH2:13]=[C:14]1[CH2:19][CH2:18][CH2:17][CH2:16][CH2:15]1.[Br-].[Br-].[Br-].C1([N+](C)(C)C)C=CC=CC=1.C1([N+](C)(C)C)C=CC=CC=1.C1([N+](C)(C)C)C=CC=CC=1. Product: [CH3:1][C:2]1[CH:3]=[CH:4][C:5]([S:8]([N:11]2[C:14]3([CH2:19][CH2:18][CH2:17][CH2:16][CH2:15]3)[CH2:13]2)(=[O:10])=[O:9])=[CH:6][CH:7]=1. The catalyst class is: 23.